Dataset: Merck oncology drug combination screen with 23,052 pairs across 39 cell lines. Task: Regression. Given two drug SMILES strings and cell line genomic features, predict the synergy score measuring deviation from expected non-interaction effect. Drug 1: CN1C(=O)C=CC2(C)C3CCC4(C)C(NC(=O)OCC(F)(F)F)CCC4C3CCC12. Synergy scores: synergy=-7.61. Drug 2: CC(C)CC(NC(=O)C(Cc1ccccc1)NC(=O)c1cnccn1)B(O)O. Cell line: SW837.